From a dataset of Catalyst prediction with 721,799 reactions and 888 catalyst types from USPTO. Predict which catalyst facilitates the given reaction. (1) Reactant: [CH3:1][S:2]([C:5]1[CH:17]=[CH:16][CH:15]=[CH:14][C:6]=1[O:7][CH2:8][C:9]([O:11]CC)=[O:10])(=[O:4])=[O:3].[OH-].[Na+]. Product: [CH3:1][S:2]([C:5]1[CH:17]=[CH:16][CH:15]=[CH:14][C:6]=1[O:7][CH2:8][C:9]([OH:11])=[O:10])(=[O:3])=[O:4]. The catalyst class is: 14. (2) Reactant: [Si:1]([O:8][CH2:9][C@@H:10]([N:15]([CH3:28])[C:16]([NH:18][CH2:19][C:20]1[CH:25]=[CH:24][CH:23]=[C:22]([F:26])[C:21]=1[F:27])=[O:17])[CH2:11][CH2:12][CH2:13][OH:14])([C:4]([CH3:7])([CH3:6])[CH3:5])([CH3:3])[CH3:2].[Si]([O:36]C(CC(N(C)C(NCC1C=CC=C(F)C=1F)=O)C)C([O-])=O)(C(C)(C)C)(C)C.N1C=NN=N1.C(N(C(C)C)[P:67]([O:73][C:74]([CH3:77])([CH3:76])[CH3:75])[O:68][C:69]([CH3:72])([CH3:71])[CH3:70])(C)C.C1C=C(Cl)C=C(C(OO)=O)C=1. Product: [P:67]([O:14][CH2:13][CH2:12][CH2:11][C@H:10]([N:15]([CH3:28])[C:16]([NH:18][CH2:19][C:20]1[CH:25]=[CH:24][CH:23]=[C:22]([F:26])[C:21]=1[F:27])=[O:17])[CH2:9][O:8][Si:1]([C:4]([CH3:5])([CH3:7])[CH3:6])([CH3:2])[CH3:3])([O:68][C:69]([CH3:70])([CH3:71])[CH3:72])([O:73][C:74]([CH3:75])([CH3:76])[CH3:77])=[O:36]. The catalyst class is: 1. (3) Reactant: [CH3:1][N:2]1[CH:6]=[CH:5][CH:4]=[N:3]1.C([Li])CCC.Br[CH2:13][CH2:14][O:15][Si:16]([C:19]([CH3:22])([CH3:21])[CH3:20])([CH3:18])[CH3:17].O. Product: [C:19]([Si:16]([CH3:18])([CH3:17])[O:15][CH2:14][CH2:13][C:6]1[N:2]([CH3:1])[N:3]=[CH:4][CH:5]=1)([CH3:22])([CH3:21])[CH3:20]. The catalyst class is: 188. (4) Reactant: [Br:1][C:2]1[CH:15]=[CH:14][C:5]2[N:6]=[C:7]([C@@H:9]3[CH2:12][C@H:11](O)[CH2:10]3)[S:8][C:4]=2[CH:3]=1.C(=O)([O-])[O-].[K+].[K+].FC(F)(F)S(OS(C(F)(F)F)(=O)=O)(=O)=O.C([C@@H]([C@H](C(O)=O)O)O)(O)=O.[CH3:47][C@@H:48]1[CH2:52][CH2:51][CH2:50][NH:49]1. Product: [Br:1][C:2]1[CH:15]=[CH:14][C:5]2[N:6]=[C:7]([C@H:9]3[CH2:12][C@H:11]([N:49]4[CH2:50][CH2:51][CH2:52][C@H:48]4[CH3:47])[CH2:10]3)[S:8][C:4]=2[CH:3]=1. The catalyst class is: 4. (5) Reactant: CO[C:3](=O)[NH:4][CH2:5][CH2:6][C:7]1[CH:12]=[CH:11][C:10]([OH:13])=[CH:9][CH:8]=1.[H-].[Al+3].[Li+].[H-].[H-].[H-]. Product: [CH3:3][NH:4][CH2:5][CH2:6][C:7]1[CH:12]=[CH:11][C:10]([OH:13])=[CH:9][CH:8]=1. The catalyst class is: 7.